From a dataset of Reaction yield outcomes from USPTO patents with 853,638 reactions. Predict the reaction yield, written as a fraction of the theoretical maximum amount of product (1.0 means a 100% yield; for example, 0.34 means a 34% yield). (1) The reactants are Br[C:2]1[CH:3]=[C:4]2[C:9](=[CH:10][CH:11]=1)[N:8]=[C:7]([CH3:12])[C:6]([C:13](=[O:18])[C:14]([F:17])([F:16])[F:15])=[C:5]2[C:19]1[CH:24]=[CH:23][C:22]([S:25]([CH3:28])(=[O:27])=[O:26])=[CH:21][CH:20]=1.[NH:29]1[CH2:34][CH2:33][CH2:32][CH2:31][CH2:30]1. No catalyst specified. The product is [F:15][C:14]([F:17])([F:16])[C:13]([C:6]1[C:7]([CH3:12])=[N:8][C:9]2[C:4]([C:5]=1[C:19]1[CH:20]=[CH:21][C:22]([S:25]([CH3:28])(=[O:27])=[O:26])=[CH:23][CH:24]=1)=[CH:3][C:2]([N:29]1[CH2:34][CH2:33][CH2:32][CH2:31][CH2:30]1)=[CH:11][CH:10]=2)=[O:18]. The yield is 0.360. (2) The reactants are [O:1]=[CH:2][CH2:3][CH2:4][NH:5][C:6](=[O:12])[O:7][C:8]([CH3:11])([CH3:10])[CH3:9].CC1C=CC(S(O)(=O)=O)=CC=1.[OH:24][CH2:25][CH:26]([NH:29][C:30](=[O:39])[O:31][CH2:32][C:33]1[CH:38]=[CH:37][CH:36]=[CH:35][CH:34]=1)[CH2:27]O.C([O-])([O-])=O.[Na+].[Na+]. The catalyst is C1(C)C=CC=CC=1.C(Cl)(Cl)Cl. The product is [CH2:32]([O:31][C:30]([NH:29][CH:26]1[CH2:25][O:24][CH:2]([CH2:3][CH2:4][NH:5][C:6](=[O:12])[O:7][C:8]([CH3:9])([CH3:11])[CH3:10])[O:1][CH2:27]1)=[O:39])[C:33]1[CH:38]=[CH:37][CH:36]=[CH:35][CH:34]=1. The yield is 0.760. (3) The reactants are CO[C:3]([C:5]1[CH:10]=[N:9][C:8]([CH2:11][N:12]2[CH2:17][CH2:16][CH2:15][CH2:14][CH2:13]2)=[CH:7][N:6]=1)=[O:4].COC([C:22]1[CH:27]=[N:26][C:25](C=O)=[CH:24][N:23]=1)=O.N1CC[CH2:33][CH2:32][CH2:31]1.[BH-](OC(C)=O)(OC(C)=O)OC(C)=O.[Na+]. The catalyst is C(Cl)Cl. The product is [CH:32]([N:23]1[CH2:22][CH2:27][N:26]([C:3]([C:5]2[CH:10]=[N:9][C:8]([CH2:11][N:12]3[CH2:17][CH2:16][CH2:15][CH2:14][CH2:13]3)=[CH:7][N:6]=2)=[O:4])[CH2:25][CH2:24]1)([CH3:33])[CH3:31]. The yield is 0.230. (4) The reactants are C([O:3][C:4]([C:6]1[S:10][C:9]([C:11]2[CH:16]=[CH:15][C:14]([O:17][CH2:18][CH:19](C)C)=[C:13]([C:22]#[N:23])[CH:12]=2)=[N:8][C:7]=1[CH3:24])=[O:5])C.N([O-])=O.[Na+].Cl.[C:30]([Cu])#N.[C-]#N.[K+].[OH-].[Na+]. The catalyst is C1COCC1.O. The product is [C:22]([C:13]1[CH:12]=[C:11]([C:9]2[S:10][C:6]([C:4]([OH:3])=[O:5])=[C:7]([CH3:24])[N:8]=2)[CH:16]=[CH:15][C:14]=1[O:17][CH:18]([CH3:19])[CH3:30])#[N:23]. The yield is 0.800. (5) The reactants are [NH2:1][C:2]1[C:7]([CH2:8][C:9](OCC)=[O:10])=[CH:6][N:5]=[C:4]([CH3:14])[N:3]=1.CC(C)([O-])C.[K+].C(O)(=O)C. The catalyst is C1COCC1. The product is [CH3:14][C:4]1[N:3]=[C:2]2[C:7]([CH2:8][C:9](=[O:10])[NH:1]2)=[CH:6][N:5]=1. The yield is 0.910. (6) The reactants are [N:1]1([CH2:7][C:8]2[CH:13]=[CH:12][C:11]([NH:14][C:15]([C:17]3[C:21]([NH2:22])=[CH:20][NH:19][N:18]=3)=[O:16])=[CH:10][CH:9]=2)[CH2:6][CH2:5][O:4][CH2:3][CH2:2]1.Cl[C:24]1[C:25]2[CH:32]=[CH:31][S:30][C:26]=2[N:27]=[CH:28][N:29]=1. No catalyst specified. The product is [N:27]1[C:26]2[S:30][CH:31]=[CH:32][C:25]=2[C:24]([NH:22][C:21]2[C:17]([C:15]([NH:14][C:11]3[CH:12]=[CH:13][C:8]([CH2:7][N:1]4[CH2:6][CH2:5][O:4][CH2:3][CH2:2]4)=[CH:9][CH:10]=3)=[O:16])=[N:18][NH:19][CH:20]=2)=[N:29][CH:28]=1. The yield is 0.436. (7) The reactants are [OH:1][CH:2]([CH2:23][NH:24][C:25]1[CH:30]=[CH:29][CH:28]=[C:27]([O:31][CH3:32])[CH:26]=1)[CH2:3][N:4]1[C:12]2[CH:11]=[CH:10][C:9]([CH3:13])=[CH:8][C:7]=2[C:6]2[CH2:14][N:15]([C:18](OCC)=O)[CH2:16][CH2:17][C:5]1=2.[H-].[H-].[H-].[H-].[Li+].[Al+3].CO. The catalyst is C1COCC1. The product is [CH3:18][N:15]1[CH2:16][CH2:17][C:5]2[N:4]([CH2:3][CH:2]([OH:1])[CH2:23][NH:24][C:25]3[CH:30]=[CH:29][CH:28]=[C:27]([O:31][CH3:32])[CH:26]=3)[C:12]3[CH:11]=[CH:10][C:9]([CH3:13])=[CH:8][C:7]=3[C:6]=2[CH2:14]1. The yield is 0.0500. (8) The reactants are [F:1][C:2]1[CH:7]=[CH:6][C:5]([C:8]2[C:16]3[C:11](=[CH:12][CH:13]=[C:14]([C:17](=O)[CH3:18])[CH:15]=3)[NH:10][N:9]=2)=[CH:4][CH:3]=1.[NH2:20][C:21]([NH2:23])=[NH:22].C[O-].[Na+].F[C:28](F)(F)C(O)=O. The catalyst is CC#N.O.CO. The product is [F:1][C:2]1[CH:7]=[CH:6][C:5]([C:8]2[C:16]3[C:11](=[CH:12][CH:13]=[C:14]([C:17]4[CH:18]=[CH:28][N:20]=[C:21]([NH2:23])[N:22]=4)[CH:15]=3)[NH:10][N:9]=2)=[CH:4][CH:3]=1. The yield is 0.0300.